The task is: Predict the reaction yield, written as a fraction of the theoretical maximum amount of product (1.0 means a 100% yield; for example, 0.34 means a 34% yield).. This data is from Reaction yield outcomes from USPTO patents with 853,638 reactions. The reactants are [OH:1][CH2:2][C@H:3]1[C@@H:7]([OH:8])[CH:6]=[CH:5][CH2:4]1.ClC1C=CC=C(C(OO)=[O:17])C=1. The catalyst is C(Cl)Cl. The product is [OH:1][CH2:2][C@@H:3]1[CH2:4][C@H:5]2[C@H:6]([O:17]2)[C@@H:7]1[OH:8]. The yield is 0.760.